From a dataset of Forward reaction prediction with 1.9M reactions from USPTO patents (1976-2016). Predict the product of the given reaction. (1) Given the reactants [CH3:1][O:2][CH2:3][CH2:4][O:5][CH2:6][O:7][C:8]1[CH:15]=[CH:14][C:11]([CH:12]=O)=[CH:10][CH:9]=1.[CH3:16][N+:17]([O-:19])=[O:18], predict the reaction product. The product is: [CH3:1][O:2][CH2:3][CH2:4][O:5][CH2:6][O:7][C:8]1[CH:15]=[CH:14][C:11](/[CH:12]=[CH:16]/[N+:17]([O-:19])=[O:18])=[CH:10][CH:9]=1. (2) Given the reactants Cl[C:2]1[C:7]([CH2:8][CH2:9]Cl)=[C:6]([C:11]2[CH:16]=[CH:15][CH:14]=[C:13]([O:17][CH3:18])[CH:12]=2)[N:5]=[C:4]([N:19]2[CH2:24][CH2:23][O:22][CH2:21][CH2:20]2)[N:3]=1.[NH2:25][CH2:26][CH2:27][CH2:28][OH:29], predict the reaction product. The product is: [CH3:18][O:17][C:13]1[CH:12]=[C:11]([C:6]2[C:7]3[CH2:8][CH2:9][N:25]([CH2:26][CH2:27][CH2:28][OH:29])[C:2]=3[N:3]=[C:4]([N:19]3[CH2:24][CH2:23][O:22][CH2:21][CH2:20]3)[N:5]=2)[CH:16]=[CH:15][CH:14]=1.